This data is from Forward reaction prediction with 1.9M reactions from USPTO patents (1976-2016). The task is: Predict the product of the given reaction. (1) Given the reactants [S:1]1[CH:5]=[CH:4][C:3]([CH2:6][OH:7])=[CH:2]1.C(N(CC)CC)C.[C:15](Cl)(=[O:17])[CH3:16].O, predict the reaction product. The product is: [C:15]([O:7][CH2:6][C:3]1[CH:4]=[CH:5][S:1][CH:2]=1)(=[O:17])[CH3:16]. (2) Given the reactants [NH2:1][C:2]1[S:3][C:4]2[CH:10]=[C:9]([SH:11])[CH:8]=[CH:7][C:5]=2[N:6]=1.C(=O)([O-])[O-].[K+].[K+].[Cl:18][CH2:19][CH2:20][CH2:21]I, predict the reaction product. The product is: [Cl:18][CH2:19][CH2:20][CH2:21][S:11][C:9]1[CH:8]=[CH:7][C:5]2[N:6]=[C:2]([NH2:1])[S:3][C:4]=2[CH:10]=1. (3) The product is: [NH2:23][C:10]1[CH:11]=[C:12]([CH2:15][CH2:16][CH2:17][CH2:18][CH2:19][CH2:20][CH2:21][CH3:22])[CH:13]=[CH:14][C:9]=1[OH:8]. Given the reactants C([O:8][C:9]1[CH:14]=[CH:13][C:12]([C:15]#[C:16][CH2:17][CH2:18][CH2:19][CH2:20][CH2:21][CH3:22])=[CH:11][C:10]=1[N+:23]([O-])=O)C1C=CC=CC=1.[H][H], predict the reaction product. (4) Given the reactants [C:1]([N:8]1[C@@H:15]([C:16]2[CH:21]=[CH:20][CH:19]=[CH:18][CH:17]=2)[CH2:14][CH2:13][C@H:9]1C(O)=O)(OC(C)(C)C)=[O:2].S(C)C.Cl, predict the reaction product. The product is: [OH:2][CH2:1][N:8]1[C@@H:15]([C:16]2[CH:21]=[CH:20][CH:19]=[CH:18][CH:17]=2)[CH2:14][CH2:13][CH2:9]1. (5) Given the reactants [CH3:1][O:2][C:3](=[O:26])[C:4]1[CH:9]=[CH:8][CH:7]=[C:6]([CH2:10][N:11]([C:19]2[CH:24]=[CH:23][CH:22]=[CH:21][C:20]=2I)[C:12](=[O:18])[C:13]#[C:14][CH:15]([CH3:17])[CH3:16])[CH:5]=1.[Cl:27][C:28]1[CH:33]=[CH:32][C:31](B(O)O)=[CH:30][CH:29]=1.C1(P(C2C=CC=CC=2)C2C=CC=CC=2)C=CC=CC=1.[F-].[Cs+], predict the reaction product. The product is: [CH3:1][O:2][C:3](=[O:26])[C:4]1[CH:9]=[CH:8][CH:7]=[C:6]([CH2:10][N:11]2[C:19]3[C:24](=[CH:23][CH:22]=[CH:21][CH:20]=3)[C:13](=[C:14]([C:31]3[CH:32]=[CH:33][C:28]([Cl:27])=[CH:29][CH:30]=3)[CH:15]([CH3:17])[CH3:16])[C:12]2=[O:18])[CH:5]=1. (6) Given the reactants [Cl:1][C:2]1[CH:3]=[C:4]([C:9]2([C:14](=[O:16])[CH3:15])[CH2:13][CH2:12][CH2:11][CH2:10]2)[CH:5]=[CH:6][C:7]=1[Cl:8].[Br:17]Br.O, predict the reaction product. The product is: [Br:17][CH2:15][C:14]([C:9]1([C:4]2[CH:5]=[CH:6][C:7]([Cl:8])=[C:2]([Cl:1])[CH:3]=2)[CH2:13][CH2:12][CH2:11][CH2:10]1)=[O:16]. (7) Given the reactants [Cl:1][C:2]1[N:7]2[N:8]=[C:9]([C:11]3[CH:16]=[CH:15][CH:14]=[C:13]([Cl:17])[CH:12]=3)[CH:10]=[C:6]2[N:5]=[C:4]([CH3:18])[C:3]=1[C@H:19]([OH:24])[C:20]([O:22][CH3:23])=[O:21].C(O[C:29]([CH3:32])([CH3:31])[CH3:30])(=O)C.Cl(O)(=O)(=O)=O, predict the reaction product. The product is: [C:29]([O:24][C@@H:19]([C:3]1[C:4]([CH3:18])=[N:5][C:6]2[N:7]([N:8]=[C:9]([C:11]3[CH:16]=[CH:15][CH:14]=[C:13]([Cl:17])[CH:12]=3)[CH:10]=2)[C:2]=1[Cl:1])[C:20]([O:22][CH3:23])=[O:21])([CH3:32])([CH3:31])[CH3:30].